This data is from Full USPTO retrosynthesis dataset with 1.9M reactions from patents (1976-2016). The task is: Predict the reactants needed to synthesize the given product. (1) Given the product [Cl:16][C:11]1[CH:10]=[C:9]([C:5]2([CH:3]([OH:4])[CH2:2][NH:1][CH:19]([CH:18]([F:17])[CH3:22])[CH3:20])[CH2:6][CH2:7][CH2:8]2)[CH:14]=[CH:13][C:12]=1[Cl:15], predict the reactants needed to synthesize it. The reactants are: [NH2:1][CH2:2][CH:3]([C:5]1([C:9]2[CH:14]=[CH:13][C:12]([Cl:15])=[C:11]([Cl:16])[CH:10]=2)[CH2:8][CH2:7][CH2:6]1)[OH:4].[F:17][CH:18]([CH3:22])[C:19](=O)[CH3:20].[BH-](OC(C)=O)(OC(C)=O)OC(C)=O.[Na+]. (2) The reactants are: [C:1]1([CH:7]([CH2:11][CH:12]([CH3:14])[CH3:13])[C:8](O)=[O:9])[CH:6]=[CH:5][CH:4]=[CH:3][CH:2]=1.COC1C=CC(C(C)C([NH2:26])=O)=CC=1. Given the product [C:1]1([CH:7]([CH2:11][CH:12]([CH3:14])[CH3:13])[C:8]([NH2:26])=[O:9])[CH:6]=[CH:5][CH:4]=[CH:3][CH:2]=1, predict the reactants needed to synthesize it. (3) Given the product [C:1]([C:5]1[CH:9]=[C:8]([NH:10][C:11]([NH:13][C:14]2[CH:19]=[C:18]([C:20]3[C:32](=[O:33])[N:31]([CH3:34])[C:23]4[N:24]=[C:25]([NH:44][C@@H:37]([C:38]5[CH:43]=[CH:42][CH:41]=[CH:40][CH:39]=5)[CH3:36])[N:26]=[CH:27][C:22]=4[CH:21]=3)[CH:17]=[CH:16][C:15]=2[F:35])=[O:12])[O:7][N:6]=1)([CH3:4])([CH3:3])[CH3:2], predict the reactants needed to synthesize it. The reactants are: [C:1]([C:5]1[CH:9]=[C:8]([NH:10][C:11]([NH:13][C:14]2[CH:19]=[C:18]([C:20]3[C:32](=[O:33])[N:31]([CH3:34])[C:23]4[N:24]=[C:25](S(C)=O)[N:26]=[CH:27][C:22]=4[CH:21]=3)[CH:17]=[CH:16][C:15]=2[F:35])=[O:12])[O:7][N:6]=1)([CH3:4])([CH3:3])[CH3:2].[CH3:36][C@@H:37]([NH2:44])[C:38]1[CH:43]=[CH:42][CH:41]=[CH:40][CH:39]=1. (4) Given the product [CH2:1]([O:8][C:9]([NH:11][CH:12]([CH2:20][NH:21][C:22]1[C:27]([O:28][CH3:29])=[C:26]([N:30]2[CH2:35][CH2:34][CH:33]([C:36]3[CH:45]=[CH:44][C:43]4[CH2:42][CH2:41][CH2:40][NH:39][C:38]=4[N:37]=3)[CH2:32][CH2:31]2)[N:25]=[C:24]([CH3:46])[N:23]=1)[C:13]([O:15][C:16]([CH3:17])([CH3:18])[CH3:19])=[O:14])=[O:10])[C:2]1[CH:3]=[CH:4][CH:5]=[CH:6][CH:7]=1, predict the reactants needed to synthesize it. The reactants are: [CH2:1]([O:8][C:9]([NH:11][CH:12]([CH2:20][NH:21][C:22]1[C:27]([O:28][CH3:29])=[C:26]([N:30]2[CH2:35][CH2:34][CH:33]([C:36]3[CH:45]=[CH:44][C:43]4[C:38](=[N:39][CH:40]=[CH:41][CH:42]=4)[N:37]=3)[CH2:32][CH2:31]2)[N:25]=[C:24]([CH3:46])[N:23]=1)[C:13]([O:15][C:16]([CH3:19])([CH3:18])[CH3:17])=[O:14])=[O:10])[C:2]1[CH:7]=[CH:6][CH:5]=[CH:4][CH:3]=1. (5) The reactants are: [F:1][C:2]1[CH:3]=[C:4]([C:9]2([OH:14])[CH2:13][CH2:12][NH:11][CH2:10]2)[CH:5]=[CH:6][C:7]=1[F:8].C(=O)([O-])[O-].[Na+].[Na+].I[CH2:22][CH3:23]. Given the product [F:1][C:2]1[CH:3]=[C:4]([C:9]2([OH:14])[CH2:13][CH2:12][N:11]([CH2:22][CH3:23])[CH2:10]2)[CH:5]=[CH:6][C:7]=1[F:8], predict the reactants needed to synthesize it. (6) Given the product [CH3:21][S:22]([O:1][CH:2]1[C:11]2[C:6](=[CH:7][CH:8]=[CH:9][CH:10]=2)[CH2:5][CH2:4][CH2:3]1)(=[O:24])=[O:23], predict the reactants needed to synthesize it. The reactants are: [OH:1][CH:2]1[C:11]2[C:6](=[CH:7][CH:8]=[CH:9][CH:10]=2)[CH2:5][CH2:4][CH2:3]1.C(N(CC)C(C)C)(C)C.[CH3:21][S:22](Cl)(=[O:24])=[O:23].O. (7) Given the product [CH2:8]([N:15]1[CH2:20][CH2:19][N:18]([CH2:21][C:22]2[CH:27]=[CH:26][CH:25]=[CH:24][CH:23]=2)[CH2:17][CH:16]1[CH2:28][C@@H:29]([C:1]1[CH:6]=[CH:5][CH:4]=[CH:3][CH:2]=1)[OH:30])[C:9]1[CH:10]=[CH:11][CH:12]=[CH:13][CH:14]=1, predict the reactants needed to synthesize it. The reactants are: [C:1]1([Li])[CH:6]=[CH:5][CH:4]=[CH:3][CH:2]=1.[CH2:8]([N:15]1[CH2:20][CH2:19][N:18]([CH2:21][C:22]2[CH:27]=[CH:26][CH:25]=[CH:24][CH:23]=2)[CH2:17][C@@H:16]1[CH2:28][CH:29]=[O:30])[C:9]1[CH:14]=[CH:13][CH:12]=[CH:11][CH:10]=1.